The task is: Predict the product of the given reaction.. This data is from Forward reaction prediction with 1.9M reactions from USPTO patents (1976-2016). (1) Given the reactants [CH2:1]([NH:3][C:4](=[O:37])[NH:5][C:6]1[N:11]=[CH:10][C:9]([C:12]2[CH:13]=[N:14][CH:15]=[C:16]([C:18]([OH:20])=O)[CH:17]=2)=[C:8]([C:21]2[S:22][C:23]([C:30](=[O:36])[NH:31][CH2:32][CH2:33][O:34][CH3:35])=[C:24]([C:26]([F:29])([F:28])[F:27])[N:25]=2)[CH:7]=1)[CH3:2].P(Cl)(Cl)(Cl)=O.[C:43]([NH:46][NH2:47])(=O)[CH3:44], predict the reaction product. The product is: [CH2:1]([NH:3][C:4](=[O:37])[NH:5][C:6]1[N:11]=[CH:10][C:9]([C:12]2[CH:13]=[N:14][CH:15]=[C:16]([C:18]3[O:20][C:43]([CH3:44])=[N:46][N:47]=3)[CH:17]=2)=[C:8]([C:21]2[S:22][C:23]([C:30]([NH:31][CH2:32][CH2:33][O:34][CH3:35])=[O:36])=[C:24]([C:26]([F:28])([F:29])[F:27])[N:25]=2)[CH:7]=1)[CH3:2]. (2) Given the reactants C([O:8][C:9]1[CH:14]=[CH:13][C:12](/[CH:15]=[C:16](\[SH:20])/[C:17]([OH:19])=[O:18])=[CH:11][C:10]=1[O:21][CH3:22])C1C=CC=CC=1.II.O.S(=O)(O)[O-].[Na+], predict the reaction product. The product is: [OH:8][C:9]1[C:10]([O:21][CH3:22])=[CH:11][C:12]2[CH:15]=[C:16]([C:17]([OH:19])=[O:18])[S:20][C:13]=2[CH:14]=1. (3) Given the reactants [C:1]([CH2:3][C:4]([OH:6])=O)#[N:2].[NH:7]1[C:15]2[C:10](=[CH:11][CH:12]=[CH:13][CH:14]=2)[CH:9]=[CH:8]1, predict the reaction product. The product is: [NH:7]1[C:15]2[C:10](=[CH:11][CH:12]=[CH:13][CH:14]=2)[C:9]([C:4](=[O:6])[CH2:3][C:1]#[N:2])=[CH:8]1. (4) Given the reactants [NH2:1][C:2]1[C:7]([C:8]#[N:9])=[C:6]([NH:10][C@H:11]([C:13]2[N:17]([CH3:18])[C:16]3[C:19](Br)=[C:20]([F:23])[CH:21]=[CH:22][C:15]=3[N:14]=2)[CH3:12])[N:5]=[CH:4][N:3]=1.[C:25]1(B(O)O)[CH:30]=[CH:29][CH:28]=[CH:27][CH:26]=1.C(=O)([O-])[O-].[Cs+].[Cs+], predict the reaction product. The product is: [NH2:1][C:2]1[C:7]([C:8]#[N:9])=[C:6]([NH:10][C@H:11]([C:13]2[N:17]([CH3:18])[C:16]3[C:19]([C:25]4[CH:30]=[CH:29][CH:28]=[CH:27][CH:26]=4)=[C:20]([F:23])[CH:21]=[CH:22][C:15]=3[N:14]=2)[CH3:12])[N:5]=[CH:4][N:3]=1. (5) Given the reactants [CH2:1]([O:8][C:9]1[CH:40]=[CH:39][C:12]([CH2:13][N:14]([CH2:35][CH2:36][CH2:37][CH3:38])[C:15](=[O:34])[CH2:16][O:17][C:18]2[CH:23]=[CH:22][C:21]([CH2:24][C@H:25]([O:31][CH2:32][CH3:33])[C:26]([O:28]CC)=[O:27])=[CH:20][CH:19]=2)=[CH:11][CH:10]=1)[C:2]1[CH:7]=[CH:6][CH:5]=[CH:4][CH:3]=1.[Li+].[OH-], predict the reaction product. The product is: [CH2:1]([O:8][C:9]1[CH:40]=[CH:39][C:12]([CH2:13][N:14]([CH2:35][CH2:36][CH2:37][CH3:38])[C:15](=[O:34])[CH2:16][O:17][C:18]2[CH:23]=[CH:22][C:21]([CH2:24][C@H:25]([O:31][CH2:32][CH3:33])[C:26]([OH:28])=[O:27])=[CH:20][CH:19]=2)=[CH:11][CH:10]=1)[C:2]1[CH:7]=[CH:6][CH:5]=[CH:4][CH:3]=1. (6) Given the reactants [CH3:1][Si:2]([CH3:17])([CH3:16])[CH2:3][CH2:4][O:5][CH2:6][O:7][CH2:8][C:9]1[N:10]=[C:11]([CH2:14][OH:15])[S:12][CH:13]=1, predict the reaction product. The product is: [CH3:1][Si:2]([CH3:17])([CH3:16])[CH2:3][CH2:4][O:5][CH2:6][O:7][CH2:8][C:9]1[N:10]=[C:11]([CH:14]=[O:15])[S:12][CH:13]=1. (7) Given the reactants [CH3:1][CH2:2][CH2:3][CH2:4][NH:5][C:6]1[CH:7]=[CH:8][C:9]([C:12]([O:14][CH2:15][CH2:16][N:17]([CH3:19])[CH3:18])=[O:13])=[CH:10][CH:11]=1.[OH:20][P:21]([O-:24])([OH:23])=[O:22].[OH:25][P:26]([O-:29])([O-:28])=[O:27].[Na+].[Na+].[Na+].[Cl-].[Cl-].[K+].[K+], predict the reaction product. The product is: [CH3:1][CH2:2][CH2:3][CH2:4][NH:5][C:6]1[CH:11]=[CH:10][C:9]([C:12]([O:14][CH2:15][CH2:16][N:17]([CH3:19])[CH3:18])=[O:13])=[CH:8][CH:7]=1.[CH:11]1([O:27][P:26]([OH:29])([OH:28])=[O:25])[CH:10]([O:22][P:21]([OH:24])([OH:23])=[O:20])[CH:9]([O:27][P:26]([OH:29])([OH:28])=[O:25])[CH:8]([O:22][P:21]([OH:24])([OH:23])=[O:20])[CH:7]([O:27][P:26]([OH:29])([OH:28])=[O:25])[CH:6]1[O:22][P:21]([OH:24])([OH:23])=[O:20]. (8) Given the reactants Cl[C:2]1[N:7]=[CH:6][C:5]([O:8][CH:9]2[CH2:14][CH2:13][N:12]([C:15]([O:17][C:18]([CH3:21])([CH3:20])[CH3:19])=[O:16])[CH2:11][CH2:10]2)=[CH:4][CH:3]=1.[N:22]1([C:27]2[CH:28]=[C:29]3[C:33](=[CH:34][CH:35]=2)[NH:32][CH:31]=[CH:30]3)[CH:26]=[N:25][CH:24]=[N:23]1, predict the reaction product. The product is: [N:22]1([C:27]2[CH:28]=[C:29]3[C:33](=[CH:34][CH:35]=2)[N:32]([C:2]2[N:7]=[CH:6][C:5]([O:8][CH:9]4[CH2:14][CH2:13][N:12]([C:15]([O:17][C:18]([CH3:21])([CH3:20])[CH3:19])=[O:16])[CH2:11][CH2:10]4)=[CH:4][CH:3]=2)[CH:31]=[CH:30]3)[CH:26]=[N:25][CH:24]=[N:23]1. (9) Given the reactants [NH2:1][C:2]1[CH:3]=[C:4]([CH:16]=[CH:17][CH:18]=1)[O:5][C:6]1[CH:11]=[CH:10][N:9]=[C:8]2[NH:12][C:13](=[O:15])[NH:14][C:7]=12.[F:19][C:20]([F:32])([F:31])[O:21][C:22]1[CH:23]=[C:24]([CH:28]=[CH:29][CH:30]=1)[C:25](Cl)=[O:26], predict the reaction product. The product is: [O:15]=[C:13]1[NH:12][C:8]2=[N:9][CH:10]=[CH:11][C:6]([O:5][C:4]3[CH:3]=[C:2]([NH:1][C:25](=[O:26])[C:24]4[CH:28]=[CH:29][CH:30]=[C:22]([O:21][C:20]([F:19])([F:31])[F:32])[CH:23]=4)[CH:18]=[CH:17][CH:16]=3)=[C:7]2[NH:14]1.